This data is from Reaction yield outcomes from USPTO patents with 853,638 reactions. The task is: Predict the reaction yield, written as a fraction of the theoretical maximum amount of product (1.0 means a 100% yield; for example, 0.34 means a 34% yield). (1) The reactants are F[C:2]1[CH:19]=[CH:18][C:5]([C:6]([C:2]2[CH:19]=[CH:18][C:5]([C:6](=NO)N)=[CH:4][CH:3]=2)=O)=[CH:4][CH:3]=1.[F:20][C:21]([F:40])([F:39])[C:22]1[CH:38]=[CH:37][C:25]([O:26][C:27]2[CH:36]=[CH:35][C:30](/[C:31](/[NH2:34])=[N:32]/[OH:33])=[CH:29][CH:28]=2)=[CH:24][CH:23]=1.FC1C=CC(C(Cl)=O)=CC=1.O. The catalyst is C(Cl)Cl.C(N(C(C)C)C(C)C)C.C(OCC)(=O)C. The product is [F:20][C:21]([F:39])([F:40])[C:22]1[CH:38]=[CH:37][C:25]([O:26][C:27]2[CH:36]=[CH:35][C:30]([C:31]3[N:34]=[C:6]([C:5]4[CH:18]=[CH:19][CH:2]=[CH:3][CH:4]=4)[O:33][N:32]=3)=[CH:29][CH:28]=2)=[CH:24][CH:23]=1. The yield is 0.940. (2) The yield is 0.300. The reactants are Cl[C:2]1[N:7]=[C:6]([NH:8][C:9]2[CH:14]=[CH:13][C:12]([Cl:15])=[CH:11][CH:10]=2)[N:5]=[C:4]([NH2:16])[CH:3]=1.[Cl:17][C:18]1[CH:19]=[CH:20][C:21]([O:27][CH3:28])=[C:22](B(O)O)[CH:23]=1.C1(P(C2CCCCC2)C2C=CC=CC=2C2C=CC=CC=2)CCCCC1.P([O-])([O-])([O-])=O.[K+].[K+].[K+]. The product is [Cl:17][C:18]1[CH:23]=[CH:22][C:21]([O:27][CH3:28])=[C:20]([C:2]2[N:7]=[C:6]([NH:8][C:9]3[CH:14]=[CH:13][C:12]([Cl:15])=[CH:11][CH:10]=3)[N:5]=[C:4]([NH2:16])[CH:3]=2)[CH:19]=1. The catalyst is C1(C)C=CC=CC=1.C([O-])(=O)C.[Pd+2].C([O-])(=O)C.CCOCC. (3) The reactants are [CH3:1][O:2][C:3](=[O:19])[C:4]1[CH:9]=[CH:8][CH:7]=[C:6]([CH2:10][O:11][C:12]2[CH:17]=[CH:16][C:15](I)=[CH:14][CH:13]=2)[CH:5]=1.C(=O)([O-])[O-].[K+].[K+].[F:26][C:27]1[C:32]([F:33])=[CH:31][C:30](B(O)O)=[C:29]([O:37][CH3:38])[CH:28]=1. The catalyst is O1CCOCC1. The product is [CH3:1][O:2][C:3](=[O:19])[C:4]1[CH:9]=[CH:8][CH:7]=[C:6]([CH2:10][O:11][C:12]2[CH:17]=[CH:16][C:15]([C:30]3[CH:31]=[C:32]([F:33])[C:27]([F:26])=[CH:28][C:29]=3[O:37][CH3:38])=[CH:14][CH:13]=2)[CH:5]=1. The yield is 0.956. (4) The reactants are P(Cl)(Cl)(Cl)=O.[CH3:6][N:7]([CH3:21])[CH2:8][CH2:9][N:10]1[CH2:15][CH2:14][C:13]2[NH:16][CH:17]=[C:18]([CH3:19])[C:12]=2[C:11]1=[O:20].O.[OH-].[Na+].CN(C)[CH:27]=[O:28]. No catalyst specified. The product is [CH3:21][N:7]([CH3:6])[CH2:8][CH2:9][N:10]1[CH2:15][CH2:14][C:13]2[NH:16][C:17]([CH:27]=[O:28])=[C:18]([CH3:19])[C:12]=2[C:11]1=[O:20]. The yield is 0.380. (5) The reactants are C1C=CC(P(C2C=CC3C(=CC=CC=3)C=2C2C3C(=CC=CC=3)C=CC=2P(C2C=CC=CC=2)C2C=CC=CC=2)C2C=CC=CC=2)=CC=1.[Cl:47][C:48]1[CH:49]=[C:50](B(O)O)[CH:51]=[CH:52][C:53]=1[F:54].CO.[CH2:60]([N:67]1[CH2:71][CH:70]=[C:69]([C:72](=[O:74])[CH3:73])[CH2:68]1)[C:61]1[CH:66]=[CH:65][CH:64]=[CH:63][CH:62]=1. The catalyst is O. The product is [CH2:60]([N:67]1[CH2:71][C@H:70]([C:50]2[CH:51]=[CH:52][C:53]([F:54])=[C:48]([Cl:47])[CH:49]=2)[C@@H:69]([C:72](=[O:74])[CH3:73])[CH2:68]1)[C:61]1[CH:66]=[CH:65][CH:64]=[CH:63][CH:62]=1. The yield is 0.220. (6) The yield is 0.870. The reactants are [C:1]([O:5][C:6]([NH:8][C@@H:9]([C@H:13]([OH:15])[CH3:14])[C:10]([OH:12])=[O:11])=[O:7])([CH3:4])([CH3:3])[CH3:2].[C:16](=O)([O-])[O-].[K+].[K+].IC. The catalyst is CN(C)C=O.O. The product is [CH3:16][O:11][C:10](=[O:12])[C@@H:9]([NH:8][C:6]([O:5][C:1]([CH3:4])([CH3:3])[CH3:2])=[O:7])[C@H:13]([OH:15])[CH3:14]. (7) The reactants are [F:1][C:2]1[C:3]([C:9](=O)[CH3:10])=[N:4][CH:5]=[C:6]([F:8])[CH:7]=1.Cl.[NH2:13][OH:14].CCN(CC)CC. The catalyst is C(O)C. The product is [F:1][C:2]1[C:3]([C:9](=[N:13][OH:14])[CH3:10])=[N:4][CH:5]=[C:6]([F:8])[CH:7]=1. The yield is 0.688. (8) The reactants are C([O:3][C:4]([CH:6]1[C:15]([CH2:16][NH:17][C@H:18]([C:26]([O:28][CH3:29])=[O:27])[CH2:19][CH:20]2[CH2:25][CH2:24][CH2:23][CH2:22][CH2:21]2)=[CH:14][C:13]2[C:8](=[CH:9][CH:10]=[CH:11][C:12]=2[O:30][CH3:31])[O:7]1)=O)C. The catalyst is C(#N)C. The product is [CH3:29][O:28][C:26](=[O:27])[C@@H:18]([N:17]1[CH2:16][C:15]2=[CH:14][C:13]3[C:12]([O:30][CH3:31])=[CH:11][CH:10]=[CH:9][C:8]=3[O:7][CH:6]2[C:4]1=[O:3])[CH2:19][CH:20]1[CH2:21][CH2:22][CH2:23][CH2:24][CH2:25]1. The yield is 0.873.